From a dataset of Reaction yield outcomes from USPTO patents with 853,638 reactions. Predict the reaction yield, written as a fraction of the theoretical maximum amount of product (1.0 means a 100% yield; for example, 0.34 means a 34% yield). (1) The reactants are [CH3:1][O:2][C:3]1[CH:4]=[C:5]([CH:8]=[CH:9][C:10]=1[O:11][CH2:12][C:13]1[N:14]=[C:15]([N:19]2[CH2:24][CH2:23][CH2:22][CH2:21][CH2:20]2)[S:16][C:17]=1[CH3:18])[CH:6]=[O:7].C(O)C.[BH4-].[Na+].O. The catalyst is O1CCCC1. The product is [CH3:1][O:2][C:3]1[CH:4]=[C:5]([CH2:6][OH:7])[CH:8]=[CH:9][C:10]=1[O:11][CH2:12][C:13]1[N:14]=[C:15]([N:19]2[CH2:20][CH2:21][CH2:22][CH2:23][CH2:24]2)[S:16][C:17]=1[CH3:18]. The yield is 0.900. (2) The reactants are [C:1]([O:5][C:6]([N:8]([CH3:18])[CH2:9][C:10]([N:12]([CH2:14][C:15]([OH:17])=O)[CH3:13])=[O:11])=[O:7])([CH3:4])([CH3:3])[CH3:2].CN(C(F)=[N+](C)C)C.F[P-](F)(F)(F)(F)F.CCN(C(C)C)C(C)C.[N+:43]([C:46]1[CH:54]=[C:53]2[C:49]([CH:50]=[CH:51][NH:52]2)=[CH:48][CH:47]=1)([O-:45])=[O:44]. The catalyst is C1COCC1. The product is [C:1]([O:5][C:6](=[O:7])[N:8]([CH3:18])[CH2:9][C:10](=[O:11])[N:12]([CH3:13])[CH2:14][C:15]([N:52]1[C:53]2[C:49](=[CH:48][CH:47]=[C:46]([N+:43]([O-:45])=[O:44])[CH:54]=2)[CH:50]=[CH:51]1)=[O:17])([CH3:2])([CH3:3])[CH3:4]. The yield is 0.300. (3) The reactants are [N:1]12[CH2:8][CH2:7][N:4]([CH2:5][CH2:6]1)CC2.[C-]#N.[Na+].ClC1[N:18]=[C:17]([C:19]2[CH:24]=[C:23]([F:25])[CH:22]=[C:21]([F:26])[CH:20]=2)[CH:16]=C(C)N=1. The catalyst is CS(C)=O. The product is [F:25][C:23]1[CH:24]=[C:19]([C:17]2[CH:16]=[C:6]([CH3:5])[N:1]=[C:8]([C:7]#[N:4])[N:18]=2)[CH:20]=[C:21]([F:26])[CH:22]=1. The yield is 0.530. (4) The yield is 0.910. The product is [Cl:17][CH2:8][C:6]1[CH:7]=[C:2]([CH3:1])[CH:3]=[CH:4][C:5]=1[N:10]1[N:14]=[CH:13][CH:12]=[N:11]1. The reactants are [CH3:1][C:2]1[CH:3]=[CH:4][C:5]([N:10]2[N:14]=[CH:13][CH:12]=[N:11]2)=[C:6]([CH2:8]O)[CH:7]=1.S(Cl)([Cl:17])=O. The catalyst is C(Cl)(Cl)Cl. (5) The reactants are S1C2NC(C(OCC)=O)=CC=2C=C1.CCCC[N+](CCCC)(CCCC)CCCC.[F-].C1C(=O)N([Br:39])C(=O)C1.[Br:40][C:41]1[C:42]2[CH:53]=[CH:52][S:51][C:43]=2[NH:44][C:45]=1[C:46]([O:48][CH2:49][CH3:50])=[O:47]. The catalyst is C(Cl)Cl.CCOC(C)=O. The product is [Br:40][C:41]1[C:42]2[CH:53]=[CH:52][S:51][C:43]=2[NH:44][C:45]=1[C:46]([O:48][CH2:49][CH3:50])=[O:47].[Br:39][C:52]1[S:51][C:43]2[NH:44][C:45]([C:46]([O:48][CH2:49][CH3:50])=[O:47])=[C:41]([Br:40])[C:42]=2[CH:53]=1. The yield is 0.390. (6) The reactants are [F:1][C:2]1[CH:22]=[CH:21][C:20]([F:23])=[CH:19][C:3]=1[CH2:4][N:5]1[C:10](=[O:11])[C:9]([CH3:13])([CH3:12])[NH:8][C:7]2[N:14]=[CH:15][C:16](I)=[CH:17][C:6]1=2.[CH3:24][N:25]1[CH2:30][CH2:29][N:28]([C:31]([C:33]2[CH:38]=[CH:37][C:36](B3OC(C)(C)C(C)(C)O3)=[CH:35][CH:34]=2)=[O:32])[CH2:27][CH2:26]1. No catalyst specified. The product is [F:1][C:2]1[CH:22]=[CH:21][C:20]([F:23])=[CH:19][C:3]=1[CH2:4][N:5]1[C:10](=[O:11])[C:9]([CH3:13])([CH3:12])[NH:8][C:7]2[N:14]=[CH:15][C:16]([C:36]3[CH:35]=[CH:34][C:33]([C:31]([N:28]4[CH2:29][CH2:30][N:25]([CH3:24])[CH2:26][CH2:27]4)=[O:32])=[CH:38][CH:37]=3)=[CH:17][C:6]1=2. The yield is 0.550. (7) The reactants are [CH3:1][N:2]1[C:10]2[C:9]([O:11][C:12]3[CH:13]=[C:14]([CH:16]=[CH:17][CH:18]=3)[NH2:15])=[N:8][CH:7]=[N:6][C:5]=2[CH:4]=[CH:3]1.C(N(CC)CC)C.[C:26](Cl)(=[O:33])[C:27]1[CH:32]=[CH:31][CH:30]=[CH:29][CH:28]=1. The product is [CH3:1][N:2]1[C:10]2[C:9]([O:11][C:12]3[CH:13]=[C:14]([NH:15][C:26](=[O:33])[C:27]4[CH:32]=[CH:31][CH:30]=[CH:29][CH:28]=4)[CH:16]=[CH:17][CH:18]=3)=[N:8][CH:7]=[N:6][C:5]=2[CH:4]=[CH:3]1. The catalyst is O1CCCC1. The yield is 0.440. (8) The reactants are ClC1N=C(/C=C(/C2C=C(NS(C3C(F)=CC=CC=3F)(=O)=O)C=CC=2)\O)C=CN=1.[NH2:29][C:30]1[CH:31]=[C:32]([CH:37]=[CH:38][CH:39]=1)[C:33]([O:35][CH3:36])=[O:34].[F:40][C:41]1[CH:46]=[CH:45][C:44]([F:47])=[CH:43][C:42]=1[S:48](Cl)(=[O:50])=[O:49]. The catalyst is C(Cl)Cl. The product is [F:40][C:41]1[CH:46]=[CH:45][C:44]([F:47])=[CH:43][C:42]=1[S:48]([NH:29][C:30]1[CH:31]=[C:32]([CH:37]=[CH:38][CH:39]=1)[C:33]([O:35][CH3:36])=[O:34])(=[O:50])=[O:49]. The yield is 0.738.